The task is: Predict the reaction yield, written as a fraction of the theoretical maximum amount of product (1.0 means a 100% yield; for example, 0.34 means a 34% yield).. This data is from Reaction yield outcomes from USPTO patents with 853,638 reactions. (1) The reactants are [Cl-].[Cl-].[Cl-].[Al+3].Cl[C:6](=[O:11])[C:7]([O:9][CH3:10])=[O:8].[Cl:12][C:13]1[CH:18]=[CH:17][CH:16]=[CH:15][C:14]=1[S:19][CH3:20]. The catalyst is C(Cl)(Cl)Cl. The product is [CH3:10][O:9][C:7](=[O:8])[C:6]([C:17]1[CH:16]=[CH:15][C:14]([S:19][CH3:20])=[C:13]([Cl:12])[CH:18]=1)=[O:11]. The yield is 0.600. (2) The reactants are [NH2:1][CH2:2][C:3]([C:6]1[NH:7][C:8]2[C:13]([CH:14]=1)=[CH:12][C:11]([NH:15][C:16]([C:18]1([C:21]3[CH:29]=[CH:28][C:24]4[O:25][CH2:26][O:27][C:23]=4[CH:22]=3)[CH2:20][CH2:19]1)=[O:17])=[CH:10][CH:9]=2)([CH3:5])[CH3:4].N1C=CC=CC=1.[C:36](OC(=O)C)(=[O:38])[CH3:37].O. The catalyst is ClCCl. The product is [C:36]([NH:1][CH2:2][C:3]([C:6]1[NH:7][C:8]2[C:13]([CH:14]=1)=[CH:12][C:11]([NH:15][C:16]([C:18]1([C:21]3[CH:29]=[CH:28][C:24]4[O:25][CH2:26][O:27][C:23]=4[CH:22]=3)[CH2:20][CH2:19]1)=[O:17])=[CH:10][CH:9]=2)([CH3:4])[CH3:5])(=[O:38])[CH3:37]. The yield is 0.730.